From a dataset of Retrosynthesis with 50K atom-mapped reactions and 10 reaction types from USPTO. Predict the reactants needed to synthesize the given product. (1) Given the product CCCCCCC/C=C/[C@@H]1OC[C@H](C)[C@H](OC)[C@@]12CO2, predict the reactants needed to synthesize it. The reactants are: CCCCCCC/C=C/[C@@H]1OC[C@H](C)[C@H](OC)C1=O.CNS(=O)(=O)NC. (2) The reactants are: CCOC(=O)C1(c2ccc(B3OC(C)(C)C(C)(C)O3)cc2)CC1.Cc1noc(-c2ccc(Br)cc2)c1NC(=O)O[C@@H](C)c1ccccc1. Given the product CCOC(=O)C1(c2ccc(-c3ccc(-c4onc(C)c4NC(=O)O[C@@H](C)c4ccccc4)cc3)cc2)CC1, predict the reactants needed to synthesize it. (3) Given the product COc1ccc(NC(=O)N2CCN(c3nc(-c4ccccc4)ns3)CC2)cn1, predict the reactants needed to synthesize it. The reactants are: COc1ccc(NC(=O)OCC(Cl)(Cl)Cl)cn1.c1ccc(-c2nsc(N3CCNCC3)n2)cc1. (4) Given the product CCOC(=O)/C=C/CNC(C)C, predict the reactants needed to synthesize it. The reactants are: CC(C)N.CCOC(=O)/C=C/CBr. (5) Given the product CC1CCCN1c1ncc(Br)cn1, predict the reactants needed to synthesize it. The reactants are: CC1CCCN1.Clc1ncc(Br)cn1. (6) The reactants are: C#Cc1cc(F)cc(Oc2cccnc2)c1.N#Cc1cccc(I)c1. Given the product N#Cc1cccc(C#Cc2cc(F)cc(Oc3cccnc3)c2)c1, predict the reactants needed to synthesize it. (7) Given the product COc1ccc(-c2ccnc3c(C(=O)N[C@H]4CC[C@@H](NC(=O)OC(C)(C)C)CC4)c(C)n(COCC[Si](C)(C)C)c23)c(OCC2CC2)c1, predict the reactants needed to synthesize it. The reactants are: CC(C)(C)OC(=O)N[C@H]1CC[C@@H](N)CC1.COc1ccc(-c2ccnc3c(C(=O)O)c(C)n(COCC[Si](C)(C)C)c23)c(OCC2CC2)c1. (8) Given the product CCOC(=O)C(Br)C(=O)Cc1ccc(Cl)cc1, predict the reactants needed to synthesize it. The reactants are: CCOC(=O)CC(=O)Cc1ccc(Cl)cc1.O=C1CCC(=O)N1Br. (9) Given the product CNC(=O)c1cn2nc(I)ccc2n1, predict the reactants needed to synthesize it. The reactants are: CCOC(=O)c1cn2nc(I)ccc2n1.CN.